This data is from Full USPTO retrosynthesis dataset with 1.9M reactions from patents (1976-2016). The task is: Predict the reactants needed to synthesize the given product. (1) Given the product [OH:6][CH2:7][C@H:8]([CH3:23])[C@@H:9]([NH:16][C:38]1[C:39](=[O:56])[N:40]([C:45]2[CH:46]=[C:47]([CH:52]=[CH:53][C:54]=2[CH3:55])[C:48]([O:50][CH3:51])=[O:49])[CH:41]=[CH:42][N:43]=1)[C:10]1[CH:11]=[CH:12][CH:13]=[CH:14][CH:15]=1, predict the reactants needed to synthesize it. The reactants are: CC([Si](C1C=CC=CC=1)(C1C=CC=CC=1)[O:6][CH2:7][C@H:8]([CH3:23])[C@@H:9]([NH:16][S@@](C(C)(C)C)=O)[C:10]1[CH:15]=[CH:14][CH:13]=[CH:12][CH:11]=1)(C)C.Cl.Br[C:38]1[C:39](=[O:56])[N:40]([C:45]2[CH:46]=[C:47]([CH:52]=[CH:53][C:54]=2[CH3:55])[C:48]([O:50][CH3:51])=[O:49])[CH:41]=[C:42](Br)[N:43]=1.C(N(CC)C(C)C)(C)C. (2) Given the product [CH3:13][O:12][C:8]1[CH:7]=[C:4]([CH:3]=[C:2]([I:1])[C:9]=1[O:10][CH3:11])[C:5]([OH:16])=[O:6], predict the reactants needed to synthesize it. The reactants are: [I:1][C:2]1[CH:3]=[C:4]([CH:7]=[C:8]([O:12][CH3:13])[C:9]=1[O:10][CH3:11])[CH:5]=[O:6].S(=O)(=O)([OH:16])N.[O-]Cl=O.[Na+]. (3) Given the product [Br:13][C:10]1[CH:11]=[CH:12][C:7]([C:15]2[CH:20]=[CH:19][CH:18]=[CH:17][N:16]=2)=[CH:8][CH:9]=1, predict the reactants needed to synthesize it. The reactants are: [Li]CCCC.Br[C:7]1[CH:12]=[CH:11][C:10]([Br:13])=[CH:9][CH:8]=1.Br[C:15]1[CH:20]=[CH:19][CH:18]=[CH:17][N:16]=1. (4) Given the product [CH2:18]([O:20][C:21](=[O:27])[C@@H:22]([NH:23][C:12](=[O:14])[C:11]1[CH:10]=[CH:9][C:8]([N:5]2[CH2:4][CH2:3][C:2](=[O:1])[CH2:7][CH2:6]2)=[CH:16][CH:15]=1)[CH:24]([CH3:26])[CH3:25])[CH3:19], predict the reactants needed to synthesize it. The reactants are: [O:1]=[C:2]1[CH2:7][CH2:6][N:5]([C:8]2[CH:16]=[CH:15][C:11]([C:12]([OH:14])=O)=[CH:10][CH:9]=2)[CH2:4][CH2:3]1.Cl.[CH2:18]([O:20][C:21](=[O:27])[C@H:22]([CH:24]([CH3:26])[CH3:25])[NH2:23])[CH3:19]. (5) The reactants are: [Br:1][C:2]1[CH:17]=[CH:16][C:5]([C:6]([NH:8][C:9]2[CH:14]=[CH:13][C:12]([Cl:15])=[CH:11][CH:10]=2)=O)=[CH:4][CH:3]=1.S(Cl)([Cl:20])=O.C1(C)C=CC=CC=1.BrC1C=CC(C2N(C3C=CC(Cl)=CC=3)C(=O)C3C=NN(C4C=CC=C(SC)C=4)C=3N=2)=CC=1. Given the product [Br:1][C:2]1[CH:17]=[CH:16][C:5]([C:6]([Cl:20])=[N:8][C:9]2[CH:14]=[CH:13][C:12]([Cl:15])=[CH:11][CH:10]=2)=[CH:4][CH:3]=1, predict the reactants needed to synthesize it. (6) Given the product [OH:1][C:2]1[C:3]([CH3:11])=[C:4]([CH:8]=[CH:9][CH:10]=1)[C:5]([O:7][CH2:17][CH3:18])=[O:6], predict the reactants needed to synthesize it. The reactants are: [OH:1][C:2]1[C:3]([CH3:11])=[C:4]([CH:8]=[CH:9][CH:10]=1)[C:5]([OH:7])=[O:6].S(=O)(=O)(O)O.[CH2:17](O)[CH3:18]. (7) Given the product [CH2:19]([O:1][C:2]1[CH:12]=[CH:11][CH:10]=[CH:9][C:3]=1[C:4]([O:6][CH2:7][CH3:8])=[O:5])[C:20]1[CH:25]=[CH:24][CH:23]=[CH:22][CH:21]=1, predict the reactants needed to synthesize it. The reactants are: [OH:1][C:2]1[CH:12]=[CH:11][CH:10]=[CH:9][C:3]=1[C:4]([O:6][CH2:7][CH3:8])=[O:5].C([O-])([O-])=O.[K+].[K+].[CH2:19](Br)[C:20]1[CH:25]=[CH:24][CH:23]=[CH:22][CH:21]=1.O. (8) Given the product [CH2:11]([C@@H:18]1[CH2:22][O:21][C:20](=[O:23])[N:19]1[C:24]([C@@H:25]([CH2:26][CH2:27][CH2:28][O:29][Si:30]([C:43]([CH3:44])([CH3:46])[CH3:45])([C:31]1[CH:36]=[CH:35][CH:34]=[CH:33][CH:32]=1)[C:37]1[CH:38]=[CH:39][CH:40]=[CH:41][CH:42]=1)[CH2:49][C:50]([O:52][C:53]([CH3:56])([CH3:55])[CH3:54])=[O:51])=[O:47])[C:12]1[CH:17]=[CH:16][CH:15]=[CH:14][CH:13]=1, predict the reactants needed to synthesize it. The reactants are: C[Si](C)(C)[N-][Si](C)(C)C.[Na+].[CH2:11]([C@@H:18]1[CH2:22][O:21][C:20](=[O:23])[N:19]1[C:24](=[O:47])[CH2:25][CH2:26][CH2:27][CH2:28][O:29][Si:30]([C:43]([CH3:46])([CH3:45])[CH3:44])([C:37]1[CH:42]=[CH:41][CH:40]=[CH:39][CH:38]=1)[C:31]1[CH:36]=[CH:35][CH:34]=[CH:33][CH:32]=1)[C:12]1[CH:17]=[CH:16][CH:15]=[CH:14][CH:13]=1.Br[CH2:49][C:50]([O:52][C:53]([CH3:56])([CH3:55])[CH3:54])=[O:51].[Cl-].[NH4+]. (9) Given the product [Cl:29][C:23]1[CH:24]=[C:25]([Cl:28])[CH:26]=[CH:27][C:22]=1[CH2:21][NH:20][C:18]1[N:17]2[N:30]=[CH:31][CH:32]=[C:16]2[N:15]=[C:14]([CH:11]2[CH2:12][CH2:13][NH:8][CH2:9][CH2:10]2)[CH:19]=1, predict the reactants needed to synthesize it. The reactants are: [OH-].[K+].C(OC([N:8]1[CH2:13][CH2:12][CH:11]([C:14]2[CH:19]=[C:18]([NH:20][CH2:21][C:22]3[CH:27]=[CH:26][C:25]([Cl:28])=[CH:24][C:23]=3[Cl:29])[N:17]3[N:30]=[CH:31][CH:32]=[C:16]3[N:15]=2)[CH2:10][CH2:9]1)=O)C.[Cl-].[NH4+]. (10) Given the product [CH2:29]([O:28][CH2:27][CH:22]1[CH2:23][CH2:24][N:20]([CH3:19])[C:21]1=[O:25])[C:30]1[CH:35]=[CH:34][CH:33]=[CH:32][CH:31]=1, predict the reactants needed to synthesize it. The reactants are: C([Li])CCC.CCCCCC.C(NC(C)C)(C)C.[CH3:19][N:20]1[CH2:24][CH2:23][CH2:22][C:21]1=[O:25].Cl[CH2:27][O:28][CH2:29][C:30]1[CH:35]=[CH:34][CH:33]=[CH:32][CH:31]=1.